This data is from Full USPTO retrosynthesis dataset with 1.9M reactions from patents (1976-2016). The task is: Predict the reactants needed to synthesize the given product. (1) The reactants are: C(O)=O.[NH2:4][CH2:5][CH2:6][C:7]1[CH:30]=[CH:29][C:10]([NH:11][CH:12]2[CH2:17][CH2:16][N:15]([C:18]([NH:20][CH2:21][C:22]3[CH:27]=[CH:26][CH:25]=[C:24]([F:28])[CH:23]=3)=[O:19])[CH2:14][CH2:13]2)=[CH:9][CH:8]=1.C([Si]([O:48][C:49]1[CH:54]=[CH:53][C:52]([O:55][CH2:56][CH:57]2[CH2:59][O:58]2)=[CH:51][CH:50]=1)(C1C=CC=CC=1)C1C=CC=CC=1)(C)(C)C. Given the product [F:28][C:24]1[CH:23]=[C:22]([CH:27]=[CH:26][CH:25]=1)[CH2:21][NH:20][C:18]([N:15]1[CH2:14][CH2:13][CH:12]([NH:11][C:10]2[CH:9]=[CH:8][C:7]([CH2:6][CH2:5][NH:4][CH2:59][C@H:57]([OH:58])[CH2:56][O:55][C:52]3[CH:53]=[CH:54][C:49]([OH:48])=[CH:50][CH:51]=3)=[CH:30][CH:29]=2)[CH2:17][CH2:16]1)=[O:19], predict the reactants needed to synthesize it. (2) Given the product [O:1]1[CH2:6][CH2:5][CH2:4][CH2:3][CH:2]1[N:7]1[CH:11]=[C:10]([C:22]2[CH:23]=[C:24]3[C:29](=[CH:30][CH:31]=2)[N:28]([CH2:32][CH:33]2[CH2:38][CH2:37][N:36]([C:39]([O:41][CH2:42][C:43]4[CH:48]=[CH:47][CH:46]=[CH:45][CH:44]=4)=[O:40])[CH2:35][CH2:34]2)[CH2:27][CH2:26][CH2:25]3)[CH:9]=[N:8]1, predict the reactants needed to synthesize it. The reactants are: [O:1]1[CH2:6][CH2:5][CH2:4][CH2:3][CH:2]1[N:7]1[CH:11]=[C:10](B2OC(C)(C)C(C)(C)O2)[CH:9]=[N:8]1.Br[C:22]1[CH:23]=[C:24]2[C:29](=[CH:30][CH:31]=1)[N:28]([CH2:32][CH:33]1[CH2:38][CH2:37][N:36]([C:39]([O:41][CH2:42][C:43]3[CH:48]=[CH:47][CH:46]=[CH:45][CH:44]=3)=[O:40])[CH2:35][CH2:34]1)[CH2:27][CH2:26][CH2:25]2.C(=O)([O-])[O-].[K+].[K+]. (3) Given the product [Br:13][C:14]1[CH:19]=[CH:18][C:17]([S:20]([NH:1][C:2]2[S:3][CH:4]=[C:5]([CH2:7][C:8]([O:10][CH2:11][CH3:12])=[O:9])[N:6]=2)(=[O:22])=[O:21])=[CH:16][CH:15]=1, predict the reactants needed to synthesize it. The reactants are: [NH2:1][C:2]1[S:3][CH:4]=[C:5]([CH2:7][C:8]([O:10][CH2:11][CH3:12])=[O:9])[N:6]=1.[Br:13][C:14]1[CH:19]=[CH:18][C:17]([S:20](Cl)(=[O:22])=[O:21])=[CH:16][CH:15]=1. (4) Given the product [O:1]1[CH2:6][CH2:5][O:4][C:3]2[CH:7]=[CH:8][C:9]([CH:11]([CH3:20])[C:12]([O:14][CH2:15][CH3:16])=[O:13])=[CH:10][C:2]1=2, predict the reactants needed to synthesize it. The reactants are: [O:1]1[CH2:6][CH2:5][O:4][C:3]2[CH:7]=[CH:8][C:9]([CH2:11][C:12]([O:14][CH2:15][CH3:16])=[O:13])=[CH:10][C:2]1=2.[H-].[Na+].I[CH3:20]. (5) Given the product [NH2:10][C:11]1[C:12]([C:28]([NH:30][C:31]2[CH:32]=[N:33][CH:34]=[CH:35][C:36]=2[N:37]2[CH2:42][C@H:41]([CH3:43])[C@H:40]([N:44]3[CH:48]=[CH:47][N:46]=[N:45]3)[C@H:39]([NH2:49])[CH2:38]2)=[O:29])=[N:13][C:14]2[C:19]([CH:20]=1)=[CH:18][CH:17]=[C:16]([N:21]1[CH2:22][CH2:23][N:24]([CH3:27])[CH2:25][CH2:26]1)[CH:15]=2, predict the reactants needed to synthesize it. The reactants are: C(OC(=O)[NH:10][C:11]1[C:12]([C:28]([NH:30][C:31]2[CH:32]=[N:33][CH:34]=[CH:35][C:36]=2[N:37]2[CH2:42][C@H:41]([CH3:43])[C@H:40]([N:44]3[CH:48]=[CH:47][N:46]=[N:45]3)[C@H:39]([NH:49]C(OC(C)(C)C)=O)[CH2:38]2)=[O:29])=[N:13][C:14]2[C:19]([CH:20]=1)=[CH:18][CH:17]=[C:16]([N:21]1[CH2:26][CH2:25][N:24]([CH3:27])[CH2:23][CH2:22]1)[CH:15]=2)C1C=CC=CC=1.Cl.O1CCOCC1. (6) Given the product [CH2:1]([O:3][C:4](=[O:28])[C:5]([CH3:26])([CH3:27])[CH2:6][CH2:7][CH2:8][CH2:9][CH2:10][CH:11]([OH:25])[CH2:12][CH2:13][CH2:14][C:15]([CH3:24])([CH3:23])[CH2:16][CH2:17][C:18]([O:20][CH2:21][CH3:22])=[O:19])[CH3:2], predict the reactants needed to synthesize it. The reactants are: [CH2:1]([O:3][C:4](=[O:28])[C:5]([CH3:27])([CH3:26])[CH2:6][CH2:7][CH2:8][CH2:9][CH2:10][C:11](=[O:25])[CH2:12][CH2:13][CH2:14][C:15]([CH3:24])([CH3:23])[CH2:16][CH2:17][C:18]([O:20][CH2:21][CH3:22])=[O:19])[CH3:2].[BH4-].[Na+]. (7) Given the product [CH2:17]([N:24]1[C:11](=[O:13])[CH:12]=[C:8]([C:5]2[CH:4]=[CH:3][C:2]([Cl:1])=[CH:7][CH:6]=2)[C:9]([OH:14])=[N:25]1)[C:18]1[CH:23]=[CH:22][CH:21]=[CH:20][CH:19]=1, predict the reactants needed to synthesize it. The reactants are: [Cl:1][C:2]1[CH:7]=[CH:6][C:5]([C:8]2[C:9](=[O:14])O[C:11](=[O:13])[CH:12]=2)=[CH:4][CH:3]=1.Cl.Cl.[CH2:17]([NH:24][NH2:25])[C:18]1[CH:23]=[CH:22][CH:21]=[CH:20][CH:19]=1.